This data is from Experimentally validated miRNA-target interactions with 360,000+ pairs, plus equal number of negative samples. The task is: Binary Classification. Given a miRNA mature sequence and a target amino acid sequence, predict their likelihood of interaction. (1) The miRNA is hsa-miR-25-5p with sequence AGGCGGAGACUUGGGCAAUUG. The protein sequence of the target gene is MTGSNMSDALANAVCQRCQARFSPAERIVNSNGELYHEHCFVCAQCFRPFPEGLFYEFEGRKYCEHDFQMLFAPCCGSCGEFIIGRVIKAMNNNWHPGCFRCELCDVELADLGFVKNAGRHLCRPCHNREKAKGLGKYICQRCHLVIDEQPLMFRSDAYHPDHFNCTHCGKELTAEARELKGELYCLPCHDKMGVPICGACRRPIEGRVVNALGKQWHVEHFVCAKCEKPFLGHRHYEKKGLAYCETHYNQLFGDVCYNCSHVIEGDVVSALNKAWCVSCFSCSTCNSKLTLKNKFVEFD.... Result: 1 (interaction). (2) The miRNA is dme-miR-4-3p with sequence AUAAAGCUAGACAACCAUUGA. The protein sequence of the target gene is MASYPYRQGCPGAAGQAPGAPPGSYYPGPPNSGGQYGSGLPPGGGYGGPAPGGPYGPPAGGGPYGHPNPGMFPSGTPGGPYGGAAPGGPYGQPPPSSYGAQQPGLYGQGGAPPNVDPEAYSWFQSVDSDHSGYISMKELKQALVNCNWSSFNDETCLMMINMFDKTKSGRIDVYGFSALWKFIQQWKNLFQQYDRDRSGSISYTELQQALSQMGYNLSPQFTQLLVSRYCPRSANPAMQLDRFIQVCTQLQVLTEAFREKDTAVQGNIRLSFEDFVTMTASRML. Result: 0 (no interaction). (3) The miRNA is hsa-miR-20a-5p with sequence UAAAGUGCUUAUAGUGCAGGUAG. The protein sequence of the target gene is MLEELECGAPGARGAATAMDCKDRPAFPVKKLIQARLPFKRLNLVPKGKADDMSDDQGTSVQSKSPDLEASLDTLENNCHVGSDIDFRPKLVNGKGPLDNFLRNRIETSIGQSTVIIDLTEDSNEQPDSLVDHNKLNSEASPSREAINGQREDTGDQQGLLKAIQNDKLAFPGETLSDIPCKTEEEGVGCGGAGRRGDSQECSPRSCPELTSGPRMCPRKEQDSWSEAGGILFKGKVPMVVLQDILAVRPPQIKSLPATPQGKNMTPESEVLESFPEEDSVLSHSSLSSPSSTSSPEGPP.... Result: 1 (interaction).